This data is from Catalyst prediction with 721,799 reactions and 888 catalyst types from USPTO. The task is: Predict which catalyst facilitates the given reaction. (1) Reactant: Br[C:2]1[C:3](=[O:10])[N:4]([CH3:9])[N:5]=[C:6]([Cl:8])[CH:7]=1.[CH3:11][S:12]([C:15]1[CH:16]=[CH:17][C:18]([NH2:21])=[N:19][CH:20]=1)(=[O:14])=[O:13].C1(P(C2C=CC=CC=2)C2C3OC4C(=CC=CC=4P(C4C=CC=CC=4)C4C=CC=CC=4)C(C)(C)C=3C=CC=2)C=CC=CC=1.C(=O)([O-])[O-].[Cs+].[Cs+]. Product: [Cl:8][C:6]1[CH:7]=[C:2]([NH:21][C:18]2[CH:17]=[CH:16][C:15]([S:12]([CH3:11])(=[O:14])=[O:13])=[CH:20][N:19]=2)[C:3](=[O:10])[N:4]([CH3:9])[N:5]=1. The catalyst class is: 62. (2) Reactant: F[C:2]1[CH:7]=[CH:6][CH:5]=[CH:4][C:3]=1[N:8]1[CH:12]=[CH:11][N:10]=[C:9]1[C:13]1([OH:26])[CH2:18][CH2:17][N:16]([C:19]([O:21][C:22]([CH3:25])([CH3:24])[CH3:23])=[O:20])[CH2:15][CH2:14]1.C([O-])([O-])=O.[K+].[K+]. Product: [N:16]1([C:19]([O:21][C:22]([CH3:25])([CH3:24])[CH3:23])=[O:20])[CH2:17][CH2:18][C:13]2([C:9]3=[N:10][CH:11]=[CH:12][N:8]3[C:3]3[CH:4]=[CH:5][CH:6]=[CH:7][C:2]=3[O:26]2)[CH2:14][CH2:15]1. The catalyst class is: 3. (3) Reactant: [Br:1][C:2]1[CH:3]=[C:4]([OH:8])[CH:5]=[CH:6][CH:7]=1.Cl[CH2:10][CH2:11][N:12]1[CH2:17][CH2:16][O:15][CH2:14][CH2:13]1.C([O-])([O-])=O.[K+].[K+]. Product: [Br:1][C:2]1[CH:3]=[C:4]([CH:5]=[CH:6][CH:7]=1)[O:8][CH2:10][CH2:11][N:12]1[CH2:17][CH2:16][O:15][CH2:14][CH2:13]1. The catalyst class is: 3. (4) Reactant: [CH3:1][O:2][C:3]([C:5]1[CH:6]=[N:7][CH:8]=[C:9](Br)[CH:10]=1)=[O:4].C(=O)([O-])[O-].[Cs+].[Cs+].[F:18][C:19]([F:30])([F:29])[C:20]1[CH:25]=[CH:24][C:23](B(O)O)=[CH:22][CH:21]=1. Product: [CH3:1][O:2][C:3](=[O:4])[C:5]1[CH:10]=[C:9]([C:23]2[CH:24]=[CH:25][C:20]([C:19]([F:30])([F:29])[F:18])=[CH:21][CH:22]=2)[CH:8]=[N:7][CH:6]=1. The catalyst class is: 427. (5) The catalyst class is: 354. Reactant: [O:1]=[C:2]1[CH:7]([N:8]2[C:16](=[O:17])[C:15]3[C:10](=[CH:11][C:12]([OH:21])=[CH:13][C:14]=3[N+:18]([O-])=O)[C:9]2=[O:22])[CH2:6][CH2:5][C:4](=[O:23])[NH:3]1.[H][H]. Product: [NH2:18][C:14]1[CH:13]=[C:12]([OH:21])[CH:11]=[C:10]2[C:15]=1[C:16](=[O:17])[N:8]([CH:7]1[CH2:6][CH2:5][C:4](=[O:23])[NH:3][C:2]1=[O:1])[C:9]2=[O:22].